This data is from Peptide-MHC class I binding affinity with 185,985 pairs from IEDB/IMGT. The task is: Regression. Given a peptide amino acid sequence and an MHC pseudo amino acid sequence, predict their binding affinity value. This is MHC class I binding data. (1) The peptide sequence is RPRLWRSVI. The MHC is HLA-A30:01 with pseudo-sequence HLA-A30:01. The binding affinity (normalized) is 0.0847. (2) The peptide sequence is ITPTIEDDKI. The MHC is HLA-A02:01 with pseudo-sequence HLA-A02:01. The binding affinity (normalized) is 0.0903. (3) The peptide sequence is VVYKEAKIK. The MHC is HLA-A01:01 with pseudo-sequence HLA-A01:01. The binding affinity (normalized) is 0.0847. (4) The peptide sequence is EILRNYLRL. The MHC is HLA-A02:06 with pseudo-sequence HLA-A02:06. The binding affinity (normalized) is 0.125. (5) The peptide sequence is LMDSIFVST. The MHC is HLA-A68:01 with pseudo-sequence HLA-A68:01. The binding affinity (normalized) is 0. (6) The peptide sequence is NMVSRLLLNR. The MHC is HLA-A31:01 with pseudo-sequence HLA-A31:01. The binding affinity (normalized) is 0.558. (7) The peptide sequence is SLLNATDIAV. The MHC is HLA-A02:06 with pseudo-sequence HLA-A02:06. The binding affinity (normalized) is 0.750.